Dataset: Forward reaction prediction with 1.9M reactions from USPTO patents (1976-2016). Task: Predict the product of the given reaction. (1) Given the reactants [NH2:1][CH2:2][CH2:3][CH2:4][CH2:5][N:6]1[CH2:11][CH2:10][CH:9]([C:12]2[CH:13]=[C:14]([NH:18][C:19](=[O:23])[CH:20]([CH3:22])[CH3:21])[CH:15]=[CH:16][CH:17]=2)[CH2:8][CH2:7]1.[CH:24]1[CH:29]=[CH:28][C:27]([C:30]2[CH:35]=[CH:34][C:33]([N:36]=[C:37]=[O:38])=[CH:32][CH:31]=2)=[CH:26][CH:25]=1, predict the reaction product. The product is: [C:30]1([C:27]2[CH:26]=[CH:25][CH:24]=[CH:29][CH:28]=2)[CH:31]=[CH:32][C:33]([NH:36][C:37]([NH:1][CH2:2][CH2:3][CH2:4][CH2:5][N:6]2[CH2:7][CH2:8][CH:9]([C:12]3[CH:13]=[C:14]([NH:18][C:19](=[O:23])[CH:20]([CH3:21])[CH3:22])[CH:15]=[CH:16][CH:17]=3)[CH2:10][CH2:11]2)=[O:38])=[CH:34][CH:35]=1. (2) The product is: [N:1]1([C:6]2[CH:7]=[C:8]3[C:12](=[CH:13][CH:14]=2)[CH2:11][CH:10]([C:15]([OH:17])=[O:16])[CH2:9]3)[CH:5]=[N:4][N:3]=[N:2]1. Given the reactants [N:1]1([C:6]2[CH:7]=[C:8]3[C:12](=[CH:13][CH:14]=2)[CH2:11][CH:10]([C:15]([O:17]CC)=[O:16])[CH2:9]3)[CH:5]=[N:4][N:3]=[N:2]1.O[Li].O, predict the reaction product.